This data is from NCI-60 drug combinations with 297,098 pairs across 59 cell lines. The task is: Regression. Given two drug SMILES strings and cell line genomic features, predict the synergy score measuring deviation from expected non-interaction effect. (1) Drug 1: C1=CN(C(=O)N=C1N)C2C(C(C(O2)CO)O)O.Cl. Drug 2: C(CCl)NC(=O)N(CCCl)N=O. Cell line: HCT-15. Synergy scores: CSS=29.6, Synergy_ZIP=1.61, Synergy_Bliss=2.86, Synergy_Loewe=2.92, Synergy_HSA=4.22. (2) Drug 1: CC1CCC2CC(C(=CC=CC=CC(CC(C(=O)C(C(C(=CC(C(=O)CC(OC(=O)C3CCCCN3C(=O)C(=O)C1(O2)O)C(C)CC4CCC(C(C4)OC)O)C)C)O)OC)C)C)C)OC. Drug 2: CS(=O)(=O)OCCCCOS(=O)(=O)C. Cell line: NCI-H522. Synergy scores: CSS=19.0, Synergy_ZIP=-4.30, Synergy_Bliss=-0.949, Synergy_Loewe=-0.400, Synergy_HSA=0.0717. (3) Drug 1: C1CN(CCN1C(=O)CCBr)C(=O)CCBr. Drug 2: CC1C(C(CC(O1)OC2CC(CC3=C2C(=C4C(=C3O)C(=O)C5=C(C4=O)C(=CC=C5)OC)O)(C(=O)CO)O)N)O.Cl. Cell line: SR. Synergy scores: CSS=44.1, Synergy_ZIP=-9.69, Synergy_Bliss=-13.5, Synergy_Loewe=-11.3, Synergy_HSA=-5.52. (4) Drug 1: CC1=C2C(C(=O)C3(C(CC4C(C3C(C(C2(C)C)(CC1OC(=O)C(C(C5=CC=CC=C5)NC(=O)OC(C)(C)C)O)O)OC(=O)C6=CC=CC=C6)(CO4)OC(=O)C)OC)C)OC. Drug 2: CC1=C(C(CCC1)(C)C)C=CC(=CC=CC(=CC(=O)O)C)C. Cell line: UO-31. Synergy scores: CSS=47.4, Synergy_ZIP=7.02, Synergy_Bliss=6.52, Synergy_Loewe=-34.8, Synergy_HSA=8.65. (5) Drug 1: CN(CC1=CN=C2C(=N1)C(=NC(=N2)N)N)C3=CC=C(C=C3)C(=O)NC(CCC(=O)O)C(=O)O. Drug 2: C1=NC2=C(N=C(N=C2N1C3C(C(C(O3)CO)O)F)Cl)N. Cell line: NCIH23. Synergy scores: CSS=54.0, Synergy_ZIP=-11.4, Synergy_Bliss=-6.06, Synergy_Loewe=-6.39, Synergy_HSA=-2.54. (6) Drug 1: C1=NC(=NC(=O)N1C2C(C(C(O2)CO)O)O)N. Drug 2: C1=NC2=C(N1)C(=S)N=CN2. Cell line: SK-MEL-5. Synergy scores: CSS=23.1, Synergy_ZIP=-8.32, Synergy_Bliss=2.06, Synergy_Loewe=-0.969, Synergy_HSA=3.97.